This data is from Retrosynthesis with 50K atom-mapped reactions and 10 reaction types from USPTO. The task is: Predict the reactants needed to synthesize the given product. (1) The reactants are: COc1ccc(-c2ccc3nnc(-c4cccnc4Cl)n3c2)cc1.C[O-]. Given the product COc1ccc(-c2ccc3nnc(-c4cccnc4OC)n3c2)cc1, predict the reactants needed to synthesize it. (2) Given the product O=C1C(CCC(O)c2ccc(F)cc2)C(c2ccc(OCc3ccc(C[N+]45CCN(CC4)CC5)cc3)cc2)N1c1ccc(F)cc1, predict the reactants needed to synthesize it. The reactants are: C1CN2CCN1CC2.O=C1C(CCC(O)c2ccc(F)cc2)C(c2ccc(OCc3ccc(CBr)cc3)cc2)N1c1ccc(F)cc1. (3) The reactants are: COc1ccc(-c2cc3c4cc(-c5ccn[nH]5)ccc4n(C)c3n(C)c2=O)c(Cl)c1. Given the product Cn1c(=O)c(-c2ccc(O)cc2Cl)cc2c3cc(-c4ccn[nH]4)ccc3n(C)c21, predict the reactants needed to synthesize it. (4) Given the product CC(C)c1onc(-c2c(Cl)cccc2Cl)c1COc1ccc(-c2ccc3c(C(=O)O)cccc3c2)c(Cl)c1, predict the reactants needed to synthesize it. The reactants are: COC(=O)c1cccc2cc(-c3ccc(OCc4c(-c5c(Cl)cccc5Cl)noc4C(C)C)cc3Cl)ccc12. (5) Given the product COc1cc(-c2cnn(C)c2)cn2ncc(C(=O)Nc3ccnc(C)c3C)c12, predict the reactants needed to synthesize it. The reactants are: COc1cc(-c2cnn(C)c2)cn2ncc(C(=O)O)c12.Cc1nccc(N)c1C. (6) Given the product Cc1nn(Cc2ccc(NC(=O)c3cc4ccccc4[nH]3)cc2F)c(C)c1CC(=O)O, predict the reactants needed to synthesize it. The reactants are: COC(=O)Cc1c(C)nn(Cc2ccc(NC(=O)c3cc4ccccc4[nH]3)cc2F)c1C.